This data is from Catalyst prediction with 721,799 reactions and 888 catalyst types from USPTO. The task is: Predict which catalyst facilitates the given reaction. Reactant: C(OC(=O)[N:7]([CH2:14][CH2:15][NH:16][C:17]1[N:22]2[N:23]=[C:24]([CH3:36])[C:25]([C:26]3[C:31]([Cl:32])=[CH:30][C:29]([C:33]#[N:34])=[CH:28][C:27]=3[Cl:35])=[C:21]2[N:20]=[C:19]([CH3:37])[CH:18]=1)[CH:8]1[CH2:13][CH2:12][O:11][CH2:10][CH2:9]1)(C)(C)C. Product: [ClH:32].[Cl:32][C:31]1[CH:30]=[C:29]([CH:28]=[C:27]([Cl:35])[C:26]=1[C:25]1[C:24]([CH3:36])=[N:23][N:22]2[C:17]([NH:16][CH2:15][CH2:14][NH:7][CH:8]3[CH2:13][CH2:12][O:11][CH2:10][CH2:9]3)=[CH:18][C:19]([CH3:37])=[N:20][C:21]=12)[C:33]#[N:34]. The catalyst class is: 8.